From a dataset of Retrosynthesis with 50K atom-mapped reactions and 10 reaction types from USPTO. Predict the reactants needed to synthesize the given product. (1) Given the product CCOc1cc(CN2CCC(Nc3nc4ccnc(C)c4o3)CC2)cc(OCC)c1F, predict the reactants needed to synthesize it. The reactants are: CCOc1cc(C=O)cc(OCC)c1F.Cc1nccc2nc(NC3CCNCC3)oc12. (2) Given the product c1cncc(-c2cccs2)c1, predict the reactants needed to synthesize it. The reactants are: Brc1cccnc1.OB(O)c1cccs1. (3) Given the product CCOC(=O)c1ccc(N(CC)c2cc3c4c(c2)CCCC4(C)CCC3)cc1, predict the reactants needed to synthesize it. The reactants are: CCBr.CCOC(=O)c1ccc(Nc2cc3c4c(c2)CCCC4(C)CCC3)cc1. (4) Given the product COc1ccc(N(C(=O)CN2C(=O)C(NC(=O)Nc3ccccc3)C(=O)N(c3cccnc3)c3ccccc32)C(C)C)cc1, predict the reactants needed to synthesize it. The reactants are: COc1ccc(N(C(=O)CN2C(=O)C(N)C(=O)N(c3cccnc3)c3ccccc32)C(C)C)cc1.O=C=Nc1ccccc1. (5) The reactants are: CNCc1ccncc1.COC(=O)C(=O)Cl. Given the product COC(=O)C(=O)N(C)Cc1ccncc1, predict the reactants needed to synthesize it. (6) Given the product Nc1ccc(N2CC(O)C2)nc1, predict the reactants needed to synthesize it. The reactants are: O=[N+]([O-])c1ccc(N2CC(O)C2)nc1. (7) Given the product CN1CCC(C(=O)NCc2cc(Cl)cc(Cl)c2)(c2ccc(-c3cccc(C#N)c3)cc2)CC1, predict the reactants needed to synthesize it. The reactants are: CN1CCC(C(=O)NCc2cc(Cl)cc(Cl)c2)(c2ccc(I)cc2)CC1.N#Cc1cccc(B(O)O)c1.